From a dataset of Catalyst prediction with 721,799 reactions and 888 catalyst types from USPTO. Predict which catalyst facilitates the given reaction. (1) Product: [CH2:13]([CH:20]1[CH2:21][CH2:22][N:23]([C:26](=[O:30])[C:27]([NH:1][C:2]2[CH:3]=[C:4]3[C:8](=[CH:9][CH:10]=2)[C:7](=[O:11])[NH:6][C:5]3=[O:12])=[O:28])[CH2:24][CH2:25]1)[C:14]1[CH:15]=[CH:16][CH:17]=[CH:18][CH:19]=1. The catalyst class is: 27. Reactant: [NH2:1][C:2]1[CH:3]=[C:4]2[C:8](=[CH:9][CH:10]=1)[C:7](=[O:11])[NH:6][C:5]2=[O:12].[CH2:13]([CH:20]1[CH2:25][CH2:24][N:23]([C:26](=[O:30])[C:27](O)=[O:28])[CH2:22][CH2:21]1)[C:14]1[CH:19]=[CH:18][CH:17]=[CH:16][CH:15]=1. (2) Reactant: [Cl:1][C:2]1[CH:24]=[CH:23][C:5]([O:6][C:7]2[CH:12]=[CH:11][C:10]([C:13](=[O:20])[CH2:14][N:15]3[CH:19]=[N:18][CH:17]=[N:16]3)=[C:9]([O:21][CH3:22])[CH:8]=2)=[CH:4][CH:3]=1.[Cl-].[Li+].[Cl-].[CH3:28][Mg]Br.[Cl-].[NH4+]. Product: [Cl:1][C:2]1[CH:3]=[CH:4][C:5]([O:6][C:7]2[CH:12]=[CH:11][C:10]([C:13]([OH:20])([CH3:28])[CH2:14][N:15]3[CH:19]=[N:18][CH:17]=[N:16]3)=[C:9]([O:21][CH3:22])[CH:8]=2)=[CH:23][CH:24]=1. The catalyst class is: 1. (3) The catalyst class is: 3. Reactant: [CH3:1][O:2][C:3]1[CH:4]=[C:5]2[C:10](=[CH:11][CH:12]=1)[N:9]=[C:8]([CH3:13])[CH:7]=[CH:6]2.[CH2:14]([O:16][P:17]([CH2:22][CH2:23][CH2:24][Br:25])(=[O:21])[O:18][CH2:19][CH3:20])[CH3:15].C(OCC)(=O)C. Product: [Br-:25].[CH2:19]([O:18][P:17]([CH2:22][CH2:23][CH2:24][N+:9]1[C:10]2[C:5](=[CH:4][C:3]([O:2][CH3:1])=[CH:12][CH:11]=2)[CH:6]=[CH:7][C:8]=1[CH3:13])([O:16][CH2:14][CH3:15])=[O:21])[CH3:20]. (4) Product: [CH3:1][C:2]1[C:3]([C:10]2[S:11][CH:12]=[CH:13][CH:14]=2)=[N:4][C:5]([S:8]([CH3:9])(=[O:16])=[O:15])=[N:6][CH:7]=1. Reactant: [CH3:1][C:2]1[C:3]([C:10]2[S:11][CH:12]=[CH:13][CH:14]=2)=[N:4][C:5]([S:8][CH3:9])=[N:6][CH:7]=1.[OH2:15].[OH:16]OS([O-])=O.[K+]. The catalyst class is: 21. (5) Reactant: Br[C:2]1[CH:3]=[N:4][C:5]2[C:6]3[C:11]([C:12]4[CH:19]=[CH:18][CH:17]=[CH:16][C:13]=4[C:14]=2[CH:15]=1)=[CH:10][CH:9]=[CH:8][N:7]=3.[CH3:20][C:21]1([CH3:43])[C:25]([CH3:27])([CH3:26])[O:24][B:23]([C:28]2[CH:33]=[CH:32][CH:31]=[C:30](B3OC(C)(C)C(C)(C)O3)[CH:29]=2)[O:22]1.C([O-])([O-])=O.[Na+].[Na+].CCO. Product: [CH3:26][C:25]1([CH3:27])[C:21]([CH3:20])([CH3:43])[O:22][B:23]([C:28]2[CH:29]=[C:30]([C:2]3[CH:3]=[N:4][C:5]4[C:6]5[C:11]([C:12]6[CH:19]=[CH:18][CH:17]=[CH:16][C:13]=6[C:14]=4[CH:15]=3)=[CH:10][CH:9]=[CH:8][N:7]=5)[CH:31]=[CH:32][CH:33]=2)[O:24]1. The catalyst class is: 206. (6) Reactant: [C:1]([CH2:3][C:4]1([CH2:10][N:11]([C@@H:18]2[CH2:20][C@H:19]2[C:21]2[CH:26]=[CH:25][CH:24]=[CH:23][CH:22]=2)[C:12](=[O:17])[C:13]([F:16])([F:15])[F:14])[CH2:9][CH2:8][NH:7][CH2:6][CH2:5]1)#[N:2].C=O.O.[C:30](O[BH-](OC(=O)C)OC(=O)C)(=[O:32])C.[Na+]. Product: [C:1](#[N:2])[CH3:3].[OH2:17].[C:12]([OH:17])([C:13]([F:16])([F:15])[F:14])=[O:32].[CH3:30][N:7]1[CH2:6][CH2:5][C:4]([CH2:3][C:1]#[N:2])([CH2:10][NH:11][C@@H:18]2[CH2:20][C@H:19]2[C:21]2[CH:26]=[CH:25][CH:24]=[CH:23][CH:22]=2)[CH2:9][CH2:8]1.[C:12]([OH:17])([C:13]([F:16])([F:15])[F:14])=[O:32]. The catalyst class is: 2. (7) Reactant: [N:1]1[C:10]2[C:5](=[CH:6][CH:7]=[CH:8][C:9]=2[O:11][CH2:12][C:13]([O:15]CC)=O)[CH:4]=[CH:3][CH:2]=1.[NH2:18][CH2:19][C@@H:20]([OH:32])[CH2:21][N:22]1[CH2:31][CH2:30][C:29]2[C:24](=[CH:25][CH:26]=[CH:27][CH:28]=2)[CH2:23]1. Product: [CH2:23]1[C:24]2[C:29](=[CH:28][CH:27]=[CH:26][CH:25]=2)[CH2:30][CH2:31][N:22]1[CH2:21][C@H:20]([OH:32])[CH2:19][NH:18][C:13](=[O:15])[CH2:12][O:11][C:9]1[CH:8]=[CH:7][CH:6]=[C:5]2[C:10]=1[N:1]=[CH:2][CH:3]=[CH:4]2. The catalyst class is: 14.